Dataset: Full USPTO retrosynthesis dataset with 1.9M reactions from patents (1976-2016). Task: Predict the reactants needed to synthesize the given product. (1) Given the product [CH3:19][S:16]([C:13]1[CH:14]=[CH:15][C:10]([C:6]2[C:5]3[N:4]([N:3]=[C:2]([NH:21][C:22]4[CH:23]=[C:24]([N:28]5[CH2:29][CH2:30][N:31]([CH2:34][CH2:35][OH:36])[CH2:32][CH2:33]5)[CH:25]=[CH:26][CH:27]=4)[N:20]=3)[CH:9]=[CH:8][CH:7]=2)=[CH:11][CH:12]=1)(=[O:18])=[O:17], predict the reactants needed to synthesize it. The reactants are: Cl[C:2]1[N:20]=[C:5]2[C:6]([C:10]3[CH:15]=[CH:14][C:13]([S:16]([CH3:19])(=[O:18])=[O:17])=[CH:12][CH:11]=3)=[CH:7][CH:8]=[CH:9][N:4]2[N:3]=1.[NH2:21][C:22]1[CH:23]=[C:24]([N:28]2[CH2:33][CH2:32][N:31]([CH2:34][CH2:35][OH:36])[CH2:30][CH2:29]2)[CH:25]=[CH:26][CH:27]=1.C1(P(C2CCCCC2)C2C=CC=CC=2C2C=CC=CC=2P(C2CCCCC2)C2CCCCC2)CCCCC1. (2) The reactants are: Cl[C:2]1[C:7]([C:8]#[N:9])=[C:6]([C:10]2[CH:15]=[CH:14][C:13]([O:16][C@H:17]3[C@H:21]([OH:22])[CH2:20][O:19][CH2:18]3)=[CH:12][CH:11]=2)[C:5]([C:23]#[N:24])=[C:4]([S:25][CH2:26][C:27]2[N:28]=[C:29]([C:32]3[CH:37]=[CH:36][C:35]([Cl:38])=[CH:34][CH:33]=3)[S:30][CH:31]=2)[N:3]=1.Cl.[OH:40][CH:41]1[CH2:44][NH:43][CH2:42]1.C(N(CC)C(C)C)(C)C. Given the product [Cl:38][C:35]1[CH:34]=[CH:33][C:32]([C:29]2[S:30][CH:31]=[C:27]([CH2:26][S:25][C:4]3[C:5]([C:23]#[N:24])=[C:6]([C:10]4[CH:11]=[CH:12][C:13]([O:16][C@H:17]5[C@H:21]([OH:22])[CH2:20][O:19][CH2:18]5)=[CH:14][CH:15]=4)[C:7]([C:8]#[N:9])=[C:2]([N:43]4[CH2:44][CH:41]([OH:40])[CH2:42]4)[N:3]=3)[N:28]=2)=[CH:37][CH:36]=1, predict the reactants needed to synthesize it. (3) The reactants are: C([N:8]1[CH2:13][CH2:12][CH:11]([N:14]([CH3:22])[C:15](=[O:21])[O:16][C:17]([CH3:20])([CH3:19])[CH3:18])[CH2:10][CH2:9]1)C1C=CC=CC=1. Given the product [CH3:22][N:14]([CH:11]1[CH2:10][CH2:9][NH:8][CH2:13][CH2:12]1)[C:15](=[O:21])[O:16][C:17]([CH3:20])([CH3:18])[CH3:19], predict the reactants needed to synthesize it. (4) Given the product [C:30]([C:32]1[CH:46]=[CH:45][C:35]([CH2:36][O:37][CH2:38][C@@H:39]([N:41]([CH:42]([CH3:43])[CH3:44])[C:21](=[O:22])[C:20]2[CH:19]=[CH:18][C:17]([C:8]3[C:7]4[CH:26]=[C:27]([O:28][CH3:29])[C:4]([O:3][CH2:1][CH3:2])=[CH:5][C:6]=4[C@@H:15]4[C@@H:10]([CH2:11][CH2:12][N:13]([CH3:16])[CH2:14]4)[N:9]=3)=[CH:25][CH:24]=2)[CH3:40])=[CH:34][CH:33]=1)#[N:31], predict the reactants needed to synthesize it. The reactants are: [CH2:1]([O:3][C:4]1[C:27]([O:28][CH3:29])=[CH:26][C:7]2[C:8]([C:17]3[CH:25]=[CH:24][C:20]([C:21](O)=[O:22])=[CH:19][CH:18]=3)=[N:9][C@H:10]3[C@@H:15]([C:6]=2[CH:5]=1)[CH2:14][N:13]([CH3:16])[CH2:12][CH2:11]3)[CH3:2].[C:30]([C:32]1[CH:46]=[CH:45][C:35]([CH2:36][O:37][CH2:38][C@@H:39]([NH:41][CH:42]([CH3:44])[CH3:43])[CH3:40])=[CH:34][CH:33]=1)#[N:31].